Regression. Given a peptide amino acid sequence and an MHC pseudo amino acid sequence, predict their binding affinity value. This is MHC class I binding data. From a dataset of Peptide-MHC class I binding affinity with 185,985 pairs from IEDB/IMGT. (1) The peptide sequence is VERLKHGTF. The MHC is HLA-B15:09 with pseudo-sequence HLA-B15:09. The binding affinity (normalized) is 0.0847. (2) The peptide sequence is YTFFFTQYF. The MHC is HLA-C04:01 with pseudo-sequence HLA-C04:01. The binding affinity (normalized) is 0.0847. (3) The peptide sequence is NLNQVIQSV. The MHC is HLA-A68:02 with pseudo-sequence HLA-A68:02. The binding affinity (normalized) is 0.523. (4) The peptide sequence is KSAQVPLPL. The MHC is HLA-B15:01 with pseudo-sequence HLA-B15:01. The binding affinity (normalized) is 0.359. (5) The peptide sequence is MGMEQTMSV. The MHC is HLA-B58:01 with pseudo-sequence HLA-B58:01. The binding affinity (normalized) is 0.213. (6) The peptide sequence is KMTPWSAYW. The MHC is HLA-A02:01 with pseudo-sequence HLA-A02:01. The binding affinity (normalized) is 0.0658. (7) The peptide sequence is HTSALSLGY. The MHC is HLA-B39:01 with pseudo-sequence HLA-B39:01. The binding affinity (normalized) is 0.0847.